This data is from Full USPTO retrosynthesis dataset with 1.9M reactions from patents (1976-2016). The task is: Predict the reactants needed to synthesize the given product. (1) Given the product [C:15]1([O:18][C:19](=[N:1][C:2]2[CH:11]=[CH:10][C:5]3[N:6]=[C:7]([SH:9])[S:8][C:4]=3[CH:3]=2)[NH:20][C:21]#[N:22])[CH:16]=[CH:17][CH:12]=[CH:13][CH:14]=1, predict the reactants needed to synthesize it. The reactants are: [NH2:1][C:2]1[CH:11]=[CH:10][C:5]2[N:6]=[C:7]([SH:9])[S:8][C:4]=2[CH:3]=1.[CH:12]1[CH:17]=[CH:16][C:15]([O:18][C:19](OC2C=CC=CC=2)=[N:20][C:21]#[N:22])=[CH:14][CH:13]=1. (2) Given the product [CH3:1][N:2]1[CH:6]=[C:5]([C:7]2[C:11]([CH3:12])=[C:10]([NH:13][C:14]([NH:56][CH2:55][C:47]3[CH:48]=[C:49]([CH2:52][O:53][CH3:54])[CH:50]=[CH:51][C:46]=3[O:45][CH2:43][CH3:44])=[O:22])[N:9]([C:23]3[CH:24]=[CH:25][CH:26]=[CH:27][CH:28]=3)[N:8]=2)[CH:4]=[N:3]1, predict the reactants needed to synthesize it. The reactants are: [CH3:1][N:2]1[CH:6]=[C:5]([C:7]2[C:11]([CH3:12])=[C:10]([NH:13][C:14](=[O:22])OC3C=CC=CC=3)[N:9]([C:23]3[CH:28]=[CH:27][CH:26]=[CH:25][CH:24]=3)[N:8]=2)[CH:4]=[N:3]1.C1(C2C=CC(COC)=CC=2CN)CC1.[CH2:43]([O:45][C:46]1[CH:51]=[CH:50][C:49]([CH2:52][O:53][CH3:54])=[CH:48][C:47]=1[CH2:55][NH2:56])[CH3:44]. (3) Given the product [CH2:1]([N:3]([C:23]1[CH:24]=[CH:25][CH:26]=[CH:27][CH:28]=1)[CH2:4][CH2:5][O:6][CH2:7][C:8]1[CH:13]=[CH:12][C:11]([C:14](=[N:15][NH2:16])[C:17]2[CH:22]=[CH:21][CH:20]=[CH:19][CH:18]=2)=[CH:10][CH:9]=1)[CH3:2], predict the reactants needed to synthesize it. The reactants are: [CH2:1]([N:3]([C:23]1[CH:28]=[CH:27][CH:26]=[CH:25][CH:24]=1)[CH2:4][CH2:5][O:6][CH2:7][C:8]1[CH:13]=[CH:12][C:11]([C:14]([C:17]2[CH:22]=[CH:21][CH:20]=[CH:19][CH:18]=2)=[N+:15]=[N-:16])=[CH:10][CH:9]=1)[CH3:2].C(=NN)(C1C=CC=CC=1)C1C=CC=CC=1.S([O-])([O-])(=O)=O.[Na+].[Na+]. (4) Given the product [C:41]([OH:47])([C:43]([F:46])([F:45])[F:44])=[O:42].[NH2:27][CH2:26][CH2:25][NH:24][C:10]1[N:11]=[C:12]([NH:16][C:17]2[CH:18]=[C:19]([CH3:23])[CH:20]=[CH:21][CH:22]=2)[C:13]2[C:14](=[O:15])[NH:6][CH2:7][C:8]=2[N:9]=1, predict the reactants needed to synthesize it. The reactants are: COC1C=C(OC)C=CC=1C[N:6]1[C:14](=[O:15])[C:13]2[C:12]([NH:16][C:17]3[CH:18]=[C:19]([CH3:23])[CH:20]=[CH:21][CH:22]=3)=[N:11][C:10]([NH:24][CH2:25][CH2:26][NH:27]C(=O)OC(C)(C)C)=[N:9][C:8]=2[CH2:7]1.[C:41]([OH:47])([C:43]([F:46])([F:45])[F:44])=[O:42]. (5) Given the product [C:17]([C:15]1[NH:14][C:13]2[CH:28]=[CH:29][C:10]([CH2:9][NH:8][C:6](=[O:7])[C:5]3[CH:4]=[CH:3][C:2]([OH:1])=[CH:31][CH:30]=3)=[CH:11][C:12]=2[N:16]=1)(=[O:18])[C:22]1[CH:27]=[CH:26][CH:25]=[CH:24][CH:23]=1, predict the reactants needed to synthesize it. The reactants are: [OH:1][C:2]1[CH:31]=[CH:30][C:5]([C:6]([NH:8][CH2:9][C:10]2[CH:29]=[CH:28][C:13]3[NH:14][C:15]([C:17]4([C:22]5[CH:27]=[CH:26][CH:25]=[CH:24][CH:23]=5)OCC[O:18]4)=[N:16][C:12]=3[CH:11]=2)=[O:7])=[CH:4][CH:3]=1.C([O-])(O)=O.[Na+]. (6) Given the product [Br:15][CH2:2][CH2:3][C:4]1[CH:13]=[CH:12][C:7]2[C:8](=[O:11])[O:9][CH2:10][C:6]=2[CH:5]=1, predict the reactants needed to synthesize it. The reactants are: O[CH2:2][CH2:3][C:4]1[CH:13]=[CH:12][C:7]2[C:8](=[O:11])[O:9][CH2:10][C:6]=2[CH:5]=1.C(Br)(Br)(Br)[Br:15].C1(P(C2C=CC=CC=2)C2C=CC=CC=2)C=CC=CC=1.N1C=CN=C1. (7) The reactants are: Br[C:2]1[CH:3]=[N:4][CH:5]=[C:6]([CH2:8][O:9][CH2:10][C:11]2([C:17]3[CH:22]=[CH:21][CH:20]=[CH:19][CH:18]=3)[CH2:16][CH2:15][NH:14][CH2:13][CH2:12]2)[CH:7]=1.[C:23]([C:25]1[CH:30]=[CH:29][C:28](B(O)O)=[CH:27][CH:26]=1)#[N:24].C(O)(C(F)(F)F)=O. Given the product [C:17]1([C:11]2([CH2:10][O:9][CH2:8][C:6]3[CH:7]=[C:2]([C:28]4[CH:29]=[CH:30][C:25]([C:23]#[N:24])=[CH:26][CH:27]=4)[CH:3]=[N:4][CH:5]=3)[CH2:16][CH2:15][NH:14][CH2:13][CH2:12]2)[CH:22]=[CH:21][CH:20]=[CH:19][CH:18]=1, predict the reactants needed to synthesize it. (8) Given the product [Cl:1][C:2]1[C:6]([Cl:7])=[C:5]([C:8]([Cl:14])=[O:10])[S:4][N:3]=1, predict the reactants needed to synthesize it. The reactants are: [Cl:1][C:2]1[C:6]([Cl:7])=[C:5]([C:8]([OH:10])=O)[S:4][N:3]=1.C(Cl)(=O)C([Cl:14])=O. (9) Given the product [I:24][C:3]1[C:4]2[C:5](=[N:6][CH:7]=[C:8]([C:10]3[CH:11]=[C:12]([NH:16][C:17](=[O:23])[O:18][C:19]([CH3:20])([CH3:22])[CH3:21])[CH:13]=[CH:14][CH:15]=3)[CH:9]=2)[NH:1][CH:2]=1, predict the reactants needed to synthesize it. The reactants are: [NH:1]1[C:5]2=[N:6][CH:7]=[C:8]([C:10]3[CH:11]=[C:12]([NH:16][C:17](=[O:23])[O:18][C:19]([CH3:22])([CH3:21])[CH3:20])[CH:13]=[CH:14][CH:15]=3)[CH:9]=[C:4]2[CH:3]=[CH:2]1.[I:24]N1C(=O)CCC1=O. (10) The reactants are: [BH4-].[Na+].C(O)(C(F)(F)F)=O.[Cl:10][C:11]1[C:18]([F:19])=[CH:17][CH:16]=[CH:15][C:12]=1[C:13]#[N:14]. Given the product [ClH:10].[Cl:10][C:11]1[C:18]([F:19])=[CH:17][CH:16]=[CH:15][C:12]=1[CH2:13][NH2:14], predict the reactants needed to synthesize it.